Dataset: Full USPTO retrosynthesis dataset with 1.9M reactions from patents (1976-2016). Task: Predict the reactants needed to synthesize the given product. The reactants are: [CH2:1]([O:8][CH2:9][C@H:10]([NH:14][C:15]([O:17][C:18]([CH3:21])([CH3:20])[CH3:19])=[O:16])[C:11](=O)[CH3:12])[C:2]1[CH:7]=[CH:6][CH:5]=[CH:4][CH:3]=1.[NH2:22][CH2:23][CH2:24][OH:25].CC(O)=O.[BH3-]C#N.[Na+]. Given the product [CH2:1]([O:8][CH2:9][C@H:10]([NH:14][C:15]([O:17][C:18]([CH3:21])([CH3:20])[CH3:19])=[O:16])[CH:11]([NH:22][CH2:23][CH2:24][OH:25])[CH3:12])[C:2]1[CH:7]=[CH:6][CH:5]=[CH:4][CH:3]=1, predict the reactants needed to synthesize it.